From a dataset of Full USPTO retrosynthesis dataset with 1.9M reactions from patents (1976-2016). Predict the reactants needed to synthesize the given product. (1) Given the product [CH2:1]([O:8][CH2:9][C:10]([CH3:29])([CH3:28])[CH:11]([NH2:37])[CH2:12][C:13]1[CH:18]=[CH:17][C:16]([O:19][CH3:20])=[C:15]([O:21][CH2:22][CH2:23][CH2:24][O:25][CH3:26])[CH:14]=1)[C:2]1[CH:7]=[CH:6][CH:5]=[CH:4][CH:3]=1, predict the reactants needed to synthesize it. The reactants are: [CH2:1]([O:8][CH2:9][C:10]([CH3:29])([CH3:28])[C:11](=O)[CH2:12][C:13]1[CH:18]=[CH:17][C:16]([O:19][CH3:20])=[C:15]([O:21][CH2:22][CH2:23][CH2:24][O:25][CH3:26])[CH:14]=1)[C:2]1[CH:7]=[CH:6][CH:5]=[CH:4][CH:3]=1.C([O-])(=O)C.[NH4+].[BH3-]C#[N:37].[Na+]. (2) Given the product [Cl:23][C:24]1[CH:25]=[C:26]([N:31]2[CH2:21][CH:7]([C:1]3[CH:6]=[CH:5][CH:4]=[CH:3][CH:2]=3)[C:8]([C:10]3[CH:20]=[CH:19][C:13]4[O:14][CH2:15][C:16](=[O:18])[NH:17][C:12]=4[CH:11]=3)=[N:32]2)[CH:27]=[CH:28][C:29]=1[Cl:30], predict the reactants needed to synthesize it. The reactants are: [C:1]1([C:7](=[CH2:21])[C:8]([C:10]2[CH:20]=[CH:19][C:13]3[O:14][CH2:15][C:16](=[O:18])[NH:17][C:12]=3[CH:11]=2)=O)[CH:6]=[CH:5][CH:4]=[CH:3][CH:2]=1.Cl.[Cl:23][C:24]1[CH:25]=[C:26]([NH:31][NH2:32])[CH:27]=[CH:28][C:29]=1[Cl:30].C(N(CC)CC)C. (3) Given the product [Cl:16][C:8]1[CH:7]=[C:6]([CH2:5][CH2:4][C:1]([O:3][CH3:21])=[O:2])[C:14]([Cl:15])=[CH:13][C:9]=1[C:10]([OH:12])=[O:11], predict the reactants needed to synthesize it. The reactants are: [C:1]([CH2:4][CH2:5][C:6]1[C:14]([Cl:15])=[CH:13][C:9]([C:10]([OH:12])=[O:11])=[C:8]([Cl:16])[CH:7]=1)([OH:3])=[O:2].S(Cl)(Cl)=O.[CH3:21]COCC. (4) Given the product [CH3:9][C:2]1[C:3]([CH3:8])=[C:4]([N+:11]([O-:13])=[O:12])[C:5]([CH3:7])=[CH:6][N+:1]=1[O-:10], predict the reactants needed to synthesize it. The reactants are: [N+:1]1([O-:10])[CH:6]=[C:5]([CH3:7])[CH:4]=[C:3]([CH3:8])[C:2]=1[CH3:9].[N+:11]([O-])([OH:13])=[O:12].C(Cl)(Cl)Cl.